Task: Predict the reactants needed to synthesize the given product.. Dataset: Full USPTO retrosynthesis dataset with 1.9M reactions from patents (1976-2016) (1) Given the product [CH2:1]([O:4][CH:5]1[C:13]2[C:8](=[CH:9][C:10]([O:14][C:15]3[CH:32]=[CH:24][CH:25]=[CH:17][CH:16]=3)=[CH:11][CH:12]=2)[CH:7]([NH2:18])[CH2:6]1)[CH:2]=[CH2:3], predict the reactants needed to synthesize it. The reactants are: [CH2:1]([O:4][C@H:5]1[C:13]2[C:8](=[CH:9][C:10]([O:14][CH2:15][CH2:16][CH3:17])=[CH:11][CH:12]=2)[C@@H:7]([NH2:18])[CH2:6]1)[CH:2]=[CH2:3].FC(F)(F)C(N[C@@H:24]1[C:32]2C(=CC=C(OC(C)C)C=2)[C@H](O)[CH2:25]1)=O. (2) Given the product [F:29][C:30]1[CH:35]=[C:34]([F:36])[CH:33]=[CH:32][C:31]=1[C@:37]12[CH2:46][O:45][C@@H:44]([CH:47]=[C:2]([CH3:3])[CH3:1])[CH2:43][C@H:42]1[CH2:41][S:40][C:39]([NH:49][C:50](=[O:57])[C:51]1[CH:52]=[CH:53][CH:54]=[CH:55][CH:56]=1)=[N:38]2, predict the reactants needed to synthesize it. The reactants are: [CH2:1]([Li])[CH2:2][CH2:3]C.[I-].C1([P+](C2C=CC=CC=2)(C2C=CC=CC=2)C(C)C)C=CC=CC=1.[F:29][C:30]1[CH:35]=[C:34]([F:36])[CH:33]=[CH:32][C:31]=1[C@:37]12[CH2:46][O:45][C@@H:44]([CH:47]=O)[CH2:43][C@H:42]1[CH2:41][S:40][C:39]([NH:49][C:50](=[O:57])[C:51]1[CH:56]=[CH:55][CH:54]=[CH:53][CH:52]=1)=[N:38]2. (3) Given the product [N+:8]([C:5]1[N:6]=[CH:7][C:2]([N:11]2[CH2:16][CH2:15][O:14][CH2:13][CH2:12]2)=[CH:3][CH:4]=1)([O-:10])=[O:9], predict the reactants needed to synthesize it. The reactants are: Br[C:2]1[CH:3]=[CH:4][C:5]([N+:8]([O-:10])=[O:9])=[N:6][CH:7]=1.[NH:11]1[CH2:16][CH2:15][O:14][CH2:13][CH2:12]1.C(N(CC)CC)C.CS(C)=O. (4) Given the product [Br:23][C:24]1[N:25]=[C:26]([CH2:30][N:11]2[C:12]3[C:17](=[N:16][CH:15]=[CH:14][CH:13]=3)[C:18](=[O:19])[C:9]([C:7](=[O:8])[C:6]3[CH:20]=[CH:21][C:3]([O:2][CH3:1])=[C:4]([CH3:22])[CH:5]=3)=[CH:10]2)[CH:27]=[CH:28][CH:29]=1, predict the reactants needed to synthesize it. The reactants are: [CH3:1][O:2][C:3]1[CH:21]=[CH:20][C:6]([C:7]([C:9]2[C:18](=[O:19])[C:17]3[C:12](=[CH:13][CH:14]=[CH:15][N:16]=3)[NH:11][CH:10]=2)=[O:8])=[CH:5][C:4]=1[CH3:22].[Br:23][C:24]1[CH:29]=[CH:28][CH:27]=[C:26]([CH2:30]Br)[N:25]=1.C[Si](C)(C)N[Si](C)(C)C.[K]. (5) Given the product [CH:1]1([N:4]2[C:9]3[CH:10]=[CH:11][C:12]([OH:14])=[CH:13][C:8]=3[S:7](=[O:16])(=[O:17])[NH:6][CH2:5]2)[CH2:3][CH2:2]1, predict the reactants needed to synthesize it. The reactants are: [CH:1]1([N:4]2[C:9]3[CH:10]=[CH:11][C:12]([O:14]C)=[CH:13][C:8]=3[S:7](=[O:17])(=[O:16])[NH:6][CH2:5]2)[CH2:3][CH2:2]1.B(Br)(Br)Br.O.